This data is from Peptide-MHC class I binding affinity with 185,985 pairs from IEDB/IMGT. The task is: Regression. Given a peptide amino acid sequence and an MHC pseudo amino acid sequence, predict their binding affinity value. This is MHC class I binding data. (1) The peptide sequence is WLVIGVAFL. The MHC is HLA-A02:03 with pseudo-sequence HLA-A02:03. The binding affinity (normalized) is 1.00. (2) The peptide sequence is GLESIEQNL. The MHC is HLA-A02:02 with pseudo-sequence HLA-A02:02. The binding affinity (normalized) is 0.762. (3) The peptide sequence is SHDTIGPYY. The MHC is HLA-A03:01 with pseudo-sequence HLA-A03:01. The binding affinity (normalized) is 0.0847.